This data is from Full USPTO retrosynthesis dataset with 1.9M reactions from patents (1976-2016). The task is: Predict the reactants needed to synthesize the given product. (1) The reactants are: [NH2:1][C:2]1[CH:7]=[CH:6][C:5]([CH:8]([CH2:14][CH2:15][CH2:16][CH2:17][CH3:18])[C:9]([O:11][CH2:12][CH3:13])=[O:10])=[CH:4][CH:3]=1.[CH3:19][C:20]([CH3:25])=[CH:21][C:22](Cl)=[O:23].O. Given the product [CH3:19][C:20]([CH3:25])=[CH:21][C:22]([NH:1][C:2]1[CH:3]=[CH:4][C:5]([CH:8]([CH2:14][CH2:15][CH2:16][CH2:17][CH3:18])[C:9]([O:11][CH2:12][CH3:13])=[O:10])=[CH:6][CH:7]=1)=[O:23], predict the reactants needed to synthesize it. (2) Given the product [NH2:20][C:18]1[O:19][CH:2]=[C:3]([C:5]2[C:6](=[O:16])[O:7][C:8]3[C:13]([CH:14]=2)=[CH:12][CH:11]=[CH:10][C:9]=3[Cl:15])[N:17]=1, predict the reactants needed to synthesize it. The reactants are: Br[CH2:2][C:3]([C:5]1[C:6](=[O:16])[O:7][C:8]2[C:13]([CH:14]=1)=[CH:12][CH:11]=[CH:10][C:9]=2[Cl:15])=O.[NH2:17][C:18]([NH2:20])=[O:19]. (3) Given the product [ClH:1].[Cl:28][C:29]1[CH:40]=[CH:39][C:32]([C:33]2[O:38][CH:37]([Cl:1])[CH2:36][N:35]=2)=[C:31]([OH:41])[CH:30]=1, predict the reactants needed to synthesize it. The reactants are: [Cl:1]C(Cl)(Cl)C(Cl)(Cl)Cl.C1(P(C2C=CC=CC=2)C2C=CC=CC=2)C=CC=CC=1.[Cl:28][C:29]1[CH:40]=[CH:39][C:32]([C:33]([NH:35][CH2:36][CH:37]=[O:38])=O)=[C:31]([OH:41])[CH:30]=1. (4) Given the product [Br:40][C:37]1[S:36][C:35]([C:10]2[CH:11]=[CH:12][CH:13]=[C:14]3[C:9]=2[O:8][C:7]([N:1]2[CH2:2][CH2:3][O:4][CH2:5][CH2:6]2)=[CH:16][C:15]3=[O:17])=[N:39][CH:38]=1, predict the reactants needed to synthesize it. The reactants are: [N:1]1([C:7]2[O:8][C:9]3[C:14]([C:15](=[O:17])[CH:16]=2)=[CH:13][CH:12]=[CH:11][C:10]=3B2OC(C)(C)C(C)(C)O2)[CH2:6][CH2:5][O:4][CH2:3][CH2:2]1.C1(C)C=CC=CC=1.Br[C:35]1[S:36][C:37]([Br:40])=[CH:38][N:39]=1.C(=O)([O-])[O-].[K+].[K+]. (5) The reactants are: [F:1][C:2]1[C:3]([CH2:18][OH:19])=[CH:4][C:5]([C:8]2[CH:9]=[N:10][C:11]([C:14]([F:17])([F:16])[F:15])=[N:12][CH:13]=2)=[N:6][CH:7]=1.[CH3:20][S:21](Cl)(=[O:23])=[O:22]. Given the product [CH3:20][S:21]([O:19][CH2:18][C:3]1[C:2]([F:1])=[CH:7][N:6]=[C:5]([C:8]2[CH:13]=[N:12][C:11]([C:14]([F:16])([F:17])[F:15])=[N:10][CH:9]=2)[CH:4]=1)(=[O:23])=[O:22], predict the reactants needed to synthesize it. (6) Given the product [CH2:17]([NH:1][C:2]1[CH:3]=[C:4]([CH:14]=[CH:15][CH:16]=1)[CH2:5][NH:6][C:7](=[O:13])[O:8][C:9]([CH3:12])([CH3:11])[CH3:10])[C:18]1[CH:23]=[CH:22][CH:21]=[CH:20][CH:19]=1, predict the reactants needed to synthesize it. The reactants are: [NH2:1][C:2]1[CH:3]=[C:4]([CH:14]=[CH:15][CH:16]=1)[CH2:5][NH:6][C:7](=[O:13])[O:8][C:9]([CH3:12])([CH3:11])[CH3:10].[CH2:17](Br)[C:18]1[CH:23]=[CH:22][CH:21]=[CH:20][CH:19]=1.CCN(CC)CC. (7) Given the product [O:15]1[CH2:16][CH2:17][N:12]([C:8]2[O:7][C:6]3[C:2]([C:18]4[CH:23]=[CH:22][CH:21]=[CH:20][CH:19]=4)=[CH:3][S:4][C:5]=3[C:10](=[O:11])[CH:9]=2)[CH2:13][CH2:14]1, predict the reactants needed to synthesize it. The reactants are: Br[C:2]1[C:6]2[O:7][C:8]([N:12]3[CH2:17][CH2:16][O:15][CH2:14][CH2:13]3)=[CH:9][C:10](=[O:11])[C:5]=2[S:4][CH:3]=1.[C:18]1(B(O)O)[CH:23]=[CH:22][CH:21]=[CH:20][CH:19]=1.C(=O)([O-])[O-].[Cs+].[Cs+]. (8) Given the product [Si:23]([O:22][CH2:21][CH:20]([OH:30])[CH2:19][C:10]1[CH:11]=[CH:12][C:13]2[CH2:14][CH2:15][CH2:16][CH2:17][C:18]=2[C:9]=1[OH:8])([C:26]([CH3:28])([CH3:29])[CH3:27])([CH3:25])[CH3:24], predict the reactants needed to synthesize it. The reactants are: C([O:8][C:9]1[C:18]2[CH2:17][CH2:16][CH2:15][CH2:14][C:13]=2[CH:12]=[CH:11][C:10]=1[CH2:19][CH:20]([OH:30])[CH2:21][O:22][Si:23]([C:26]([CH3:29])([CH3:28])[CH3:27])([CH3:25])[CH3:24])C1C=CC=CC=1.[Si](OCC(O)CC1C=CC2CCCC=2C=1O)(C(C)(C)C)(C)C. (9) Given the product [CH3:1][N:2]1[C:6]2[CH2:7][NH:8][CH2:9][C:5]=2[N:4]=[C:3]1[C:17]([F:19])([F:18])[F:20], predict the reactants needed to synthesize it. The reactants are: [CH3:1][N:2]1[CH:6]2[CH2:7][N:8](C(OC(C)(C)C)=O)[CH2:9][CH:5]2[N:4]=[C:3]1[C:17]([F:20])([F:19])[F:18].Cl.